From a dataset of Retrosynthesis with 50K atom-mapped reactions and 10 reaction types from USPTO. Predict the reactants needed to synthesize the given product. Given the product COc1ccccc1N1CCN(CC(=O)N[C@@H](COCc2ccccc2)C(=O)Nc2ccc(Oc3ccc(F)cc3)cc2)CC1, predict the reactants needed to synthesize it. The reactants are: COc1ccccc1N1CCN(CC(=O)O)CC1.N[C@@H](COCc1ccccc1)C(=O)Nc1ccc(Oc2ccc(F)cc2)cc1.